Dataset: Full USPTO retrosynthesis dataset with 1.9M reactions from patents (1976-2016). Task: Predict the reactants needed to synthesize the given product. (1) Given the product [CH2:24]([O:26][C:27](=[O:28])[C:29]1[CH:34]=[CH:33][C:32]([C:2]2[CH:23]=[N:22][C:5]3[NH:6][CH2:7][CH2:8][N:9]([CH2:10][C:11]4[CH:16]=[CH:15][CH:14]=[CH:13][C:12]=4[O:17][C:18]([F:21])([F:20])[F:19])[C:4]=3[CH:3]=2)=[CH:31][CH:30]=1)[CH3:25], predict the reactants needed to synthesize it. The reactants are: I[C:2]1[CH:23]=[N:22][C:5]2[NH:6][CH2:7][CH2:8][N:9]([CH2:10][C:11]3[CH:16]=[CH:15][CH:14]=[CH:13][C:12]=3[O:17][C:18]([F:21])([F:20])[F:19])[C:4]=2[CH:3]=1.[CH2:24]([O:26][C:27]([C:29]1[CH:34]=[CH:33][C:32](B(O)O)=[CH:31][CH:30]=1)=[O:28])[CH3:25]. (2) The reactants are: [H-].[Na+].[Cl:3][C:4]1[C:5]2[NH:16][CH:15]=[C:14]([I:17])[C:6]=2[N:7]=[C:8]([CH2:10][CH2:11][CH2:12][CH3:13])[N:9]=1.Cl[CH2:19][O:20][CH2:21][C:22]1[CH:27]=[CH:26][CH:25]=[CH:24][CH:23]=1. Given the product [CH2:21]([O:20][CH2:19][N:16]1[C:5]2[C:4]([Cl:3])=[N:9][C:8]([CH2:10][CH2:11][CH2:12][CH3:13])=[N:7][C:6]=2[C:14]([I:17])=[CH:15]1)[C:22]1[CH:27]=[CH:26][CH:25]=[CH:24][CH:23]=1, predict the reactants needed to synthesize it. (3) Given the product [CH2:28]([O:27][C@H:8]1[C@H:9]([O:19][CH2:20][C:21]2[CH:26]=[CH:25][CH:24]=[CH:23][CH:22]=2)[C@H:10]([O:11][CH2:12][C:13]2[CH:14]=[CH:15][CH:16]=[CH:17][CH:18]=2)[C@@H:5]([C:4]#[CH:3])[O:6][C@@H:7]1[CH2:35][O:36][CH2:37][C:38]1[CH:39]=[CH:40][CH:41]=[CH:42][CH:43]=1)[C:29]1[CH:30]=[CH:31][CH:32]=[CH:33][CH:34]=1, predict the reactants needed to synthesize it. The reactants are: C[Si](C)(C)[C:3]#[C:4][C@@H:5]1[C@@H:10]([O:11][CH2:12][C:13]2[CH:18]=[CH:17][CH:16]=[CH:15][CH:14]=2)[C@@H:9]([O:19][CH2:20][C:21]2[CH:26]=[CH:25][CH:24]=[CH:23][CH:22]=2)[C@H:8]([O:27][CH2:28][C:29]2[CH:34]=[CH:33][CH:32]=[CH:31][CH:30]=2)[C@@H:7]([CH2:35][O:36][CH2:37][C:38]2[CH:43]=[CH:42][CH:41]=[CH:40][CH:39]=2)[O:6]1.CCCC[N+](CCCC)(CCCC)CCCC.[F-].C1COCC1. (4) Given the product [Cl:29][C:27]1[N:26]=[N:25][C:24]([O:6][C:5]2[C:7]([CH3:11])=[CH:8][CH:9]=[CH:10][C:4]=2[CH:1]2[CH2:3][CH2:2]2)=[C:23]([OH:22])[CH:28]=1, predict the reactants needed to synthesize it. The reactants are: [CH:1]1([C:4]2[CH:10]=[CH:9][CH:8]=[C:7]([CH3:11])[C:5]=2[O-:6])[CH2:3][CH2:2]1.[Na+].C(O)CCCCCCC.[OH:22][C:23]1[CH:28]=[C:27]([Cl:29])[N:26]=[N:25][C:24]=1Cl.C1(C2C=CC=C(C)C=2O)CC1. (5) Given the product [F:14][C:15]1[CH:16]=[CH:17][C:18]([C:21]2[NH:22][CH:23]=[C:24]([CH:32]=[CH:9][C:10]#[N:11])[C:25]=2[C:26]2[CH:31]=[CH:30][N:29]=[CH:28][CH:27]=2)=[CH:19][CH:20]=1, predict the reactants needed to synthesize it. The reactants are: C(OP([CH2:9][C:10]#[N:11])(OCC)=O)C.[H-].[Na+].[F:14][C:15]1[CH:20]=[CH:19][C:18]([C:21]2[NH:22][CH:23]=[C:24]([CH:32]=O)[C:25]=2[C:26]2[CH:31]=[CH:30][N:29]=[CH:28][CH:27]=2)=[CH:17][CH:16]=1.O. (6) Given the product [C:12]1([N:10]2[CH:11]=[C:7]([C:5]([NH:4][CH2:3][CH2:2][NH:1][C:60]([C@H:57]3[CH2:56][CH2:55][C@H:54]([C:52]4[O:53][C:49]([CH2:48][C:47]([O:46][CH3:45])=[O:63])=[N:50][N:51]=4)[CH2:59][CH2:58]3)=[O:61])=[O:6])[C:8]([C:18]([F:20])([F:21])[F:19])=[N:9]2)[CH:17]=[CH:16][CH:15]=[CH:14][CH:13]=1, predict the reactants needed to synthesize it. The reactants are: [NH2:1][CH2:2][CH2:3][NH:4][C:5]([C:7]1[C:8]([C:18]([F:21])([F:20])[F:19])=[N:9][N:10]([C:12]2[CH:17]=[CH:16][CH:15]=[CH:14][CH:13]=2)[CH:11]=1)=[O:6].CCN=C=NCCCN(C)C.Cl.C1C=CC2N(O)N=NC=2C=1.O.[CH3:45][O:46][C:47](=[O:63])[CH2:48][C:49]1[O:53][C:52]([C@H:54]2[CH2:59][CH2:58][C@H:57]([C:60](O)=[O:61])[CH2:56][CH2:55]2)=[N:51][N:50]=1. (7) Given the product [CH:24]([C:2]1[CH:3]=[C:4]([C:8]2([CH:13]([CH3:15])[CH3:14])[O:12][CH2:11][CH2:10][O:9]2)[CH:5]=[CH:6][CH:7]=1)=[O:25], predict the reactants needed to synthesize it. The reactants are: Br[C:2]1[CH:3]=[C:4]([C:8]2([CH:13]([CH3:15])[CH3:14])[O:12][CH2:11][CH2:10][O:9]2)[CH:5]=[CH:6][CH:7]=1.C([Li])CCC.CN([CH:24]=[O:25])C.[Cl-].[NH4+]. (8) Given the product [Cl:12][C:3]1[C:2]([NH:1][C:16](=[O:17])[CH2:15][O:14][CH3:13])=[CH:11][C:6]([C:7]([O:9][CH3:10])=[O:8])=[CH:5][N:4]=1, predict the reactants needed to synthesize it. The reactants are: [NH2:1][C:2]1[C:3]([Cl:12])=[N:4][CH:5]=[C:6]([CH:11]=1)[C:7]([O:9][CH3:10])=[O:8].[CH3:13][O:14][CH2:15][C:16](Cl)=[O:17]. (9) Given the product [I:8][C:7]1[C:2]([NH:9][CH2:10][CH:11]2[CH2:16][CH2:15][O:14][CH2:13][CH2:12]2)=[N:3][CH:4]=[CH:5][CH:6]=1, predict the reactants needed to synthesize it. The reactants are: F[C:2]1[C:7]([I:8])=[CH:6][CH:5]=[CH:4][N:3]=1.[NH2:9][CH2:10][CH:11]1[CH2:16][CH2:15][O:14][CH2:13][CH2:12]1. (10) Given the product [CH3:26][O:25][C:23]1[N:24]=[C:19]([N:14]2[CH2:13][CH2:12][C:5]3([O:4][C:3](=[O:17])[NH:2][C:7]4[N:8]=[CH:9][CH:10]=[CH:11][C:6]3=4)[CH2:16][CH2:15]2)[CH:20]=[C:21]([O:27][C:28]2[CH:37]=[C:36]([CH3:38])[C:31]3[NH:32][C:33](=[O:35])[O:34][C:30]=3[CH:29]=2)[N:22]=1, predict the reactants needed to synthesize it. The reactants are: Cl.[NH:2]1[C:7]2[N:8]=[CH:9][CH:10]=[CH:11][C:6]=2[C:5]2([CH2:16][CH2:15][NH:14][CH2:13][CH2:12]2)[O:4][C:3]1=[O:17].Cl[C:19]1[N:24]=[C:23]([O:25][CH3:26])[N:22]=[C:21]([O:27][C:28]2[CH:37]=[C:36]([CH3:38])[C:31]3[NH:32][C:33](=[O:35])[O:34][C:30]=3[CH:29]=2)[CH:20]=1.CCN(C(C)C)C(C)C.O.